Task: Predict which catalyst facilitates the given reaction.. Dataset: Catalyst prediction with 721,799 reactions and 888 catalyst types from USPTO (1) Reactant: [Cl:1][C:2]1[N:3]=[C:4]([NH:13][C:14]2[CH:15]=[N:16][N:17]([CH:19]3[CH2:24][CH2:23][NH:22][CH2:21][CH2:20]3)[CH:18]=2)[C:5]([C:10]([NH2:12])=[O:11])=[N:6][C:7]=1[CH2:8][CH3:9].C(N(C(C)C)CC)(C)C.[F:34][C:35]([F:46])([F:45])[CH2:36]OS(C(F)(F)F)(=O)=O. Product: [Cl:1][C:2]1[N:3]=[C:4]([NH:13][C:14]2[CH:15]=[N:16][N:17]([CH:19]3[CH2:24][CH2:23][N:22]([CH2:36][C:35]([F:46])([F:45])[F:34])[CH2:21][CH2:20]3)[CH:18]=2)[C:5]([C:10]([NH2:12])=[O:11])=[N:6][C:7]=1[CH2:8][CH3:9]. The catalyst class is: 9. (2) Product: [Br:13][C:14]1[S:15][C:16]([CH:22]=[O:23])=[CH:17][C:18]=1[CH3:19]. The catalyst class is: 1. Reactant: CC(NC(C)C)C.C([Li])CCC.[Br:13][C:14]1[S:15][CH:16]=[CH:17][C:18]=1[CH3:19].CN(C)[CH:22]=[O:23]. (3) Product: [CH2:31]([O:35][C:36]1[CH:41]=[CH:40][C:39]([S:42]([N:9]2[CH2:8][C:7]3[C:11](=[C:12]([O:15][CH2:16][CH2:17][C:18]4[N:19]=[C:20]([C:24]5[CH:29]=[CH:28][CH:27]=[CH:26][CH:25]=5)[O:21][C:22]=4[CH3:23])[CH:13]=[CH:14][C:6]=3[CH2:5][CH2:4][C:3]([OH:2])=[O:30])[CH2:10]2)(=[O:44])=[O:43])=[CH:38][CH:37]=1)[CH2:32][CH2:33][CH3:34]. The catalyst class is: 2. Reactant: C[O:2][C:3](=[O:30])[CH2:4][CH2:5][C:6]1[CH:14]=[CH:13][C:12]([O:15][CH2:16][CH2:17][C:18]2[N:19]=[C:20]([C:24]3[CH:29]=[CH:28][CH:27]=[CH:26][CH:25]=3)[O:21][C:22]=2[CH3:23])=[C:11]2[C:7]=1[CH2:8][NH:9][CH2:10]2.[CH2:31]([O:35][C:36]1[CH:41]=[CH:40][C:39]([S:42](Cl)(=[O:44])=[O:43])=[CH:38][CH:37]=1)[CH2:32][CH2:33][CH3:34]. (4) Reactant: [CH2:1]([C:3]1[S:28][C:6]2[N:7]([CH2:13][C:14]3[CH:19]=[CH:18][C:17]([C:20]4[C:21]([C:26]#[N:27])=[CH:22][CH:23]=[CH:24][CH:25]=4)=[CH:16][CH:15]=3)[C:8](=[O:12])[NH:9][C:10](=[O:11])[C:5]=2[CH:4]=1)[CH3:2].Br[CH2:30][C:31](=[O:36])[C:32]([CH3:35])([CH3:34])[CH3:33].CN(C)C=O.[H-].[Na+]. Product: [CH3:33][C:32]([CH3:35])([CH3:34])[C:31](=[O:36])[CH2:30][N:9]1[C:10](=[O:11])[C:5]2[CH:4]=[C:3]([CH2:1][CH3:2])[S:28][C:6]=2[N:7]([CH2:13][C:14]2[CH:19]=[CH:18][C:17]([C:20]3[C:21]([C:26]#[N:27])=[CH:22][CH:23]=[CH:24][CH:25]=3)=[CH:16][CH:15]=2)[C:8]1=[O:12]. The catalyst class is: 13.